Dataset: Reaction yield outcomes from USPTO patents with 853,638 reactions. Task: Predict the reaction yield, written as a fraction of the theoretical maximum amount of product (1.0 means a 100% yield; for example, 0.34 means a 34% yield). (1) The reactants are C(N(CC)CC)C.[CH:8]([C:10]1[C:18]2[C:13](=[CH:14][CH:15]=[CH:16][CH:17]=2)[N:12](C(OC(C)(C)C)=O)[CH:11]=1)=[O:9].[N:26]1[C:27]([CH:35]=[N:36][C:37]2[CH:42]=[CH:41][N:40]=[C:39]([O:43][CH3:44])[CH:38]=2)=[CH:28][N:29]2[CH2:34][CH2:33][O:32][CH2:31][C:30]=12. The catalyst is [Cl-].C([N+]1C(C)=C(CCO)SC=1)C1C=CC=CC=1.C(O)C. The product is [N:26]1[C:27]([CH:35]([NH:36][C:37]2[CH:42]=[CH:41][N:40]=[C:39]([O:43][CH3:44])[CH:38]=2)[C:8]([C:10]2[C:18]3[C:13](=[CH:14][CH:15]=[CH:16][CH:17]=3)[NH:12][CH:11]=2)=[O:9])=[CH:28][N:29]2[CH2:34][CH2:33][O:32][CH2:31][C:30]=12. The yield is 0.320. (2) The reactants are [F:1][C:2]1[CH:20]=[CH:19][C:5]([C:6]([C:8]2[O:9][C:10]3[CH:16]=[CH:15][C:14]([CH:17]=[O:18])=[CH:13][C:11]=3[CH:12]=2)=[O:7])=[CH:4][CH:3]=1.[CH2:21](O)[CH2:22][OH:23].[C@]12(CS(O)(=O)=O)C(C)(C)C(CC1)CC2=O.C(=O)(O)[O-].[Na+]. The catalyst is C1(C)C=CC=CC=1. The product is [O:18]1[CH2:21][CH2:22][O:23][CH:17]1[C:14]1[CH:15]=[CH:16][C:10]2[O:9][C:8]([C:6]([C:5]3[CH:19]=[CH:20][C:2]([F:1])=[CH:3][CH:4]=3)=[O:7])=[CH:12][C:11]=2[CH:13]=1. The yield is 0.650. (3) The reactants are [N:1]#[C:2]Br.C(=O)([O-])O.[Na+].[C:9]([C:11]1[CH:12]=[C:13]([CH:18]=[CH:19][C:20]=1[F:21])[C:14]([NH:16][NH2:17])=[O:15])#[N:10].C(=O)=O. The catalyst is O. The product is [NH2:1][C:2]1[O:15][C:14]([C:13]2[CH:18]=[CH:19][C:20]([F:21])=[C:11]([CH:12]=2)[C:9]#[N:10])=[N:16][N:17]=1. The yield is 0.630. (4) The product is [CH3:19][C@@:7]1([CH2:6][OH:5])[O:12][C:11]2=[N:13][C:14]([N+:16]([O-:18])=[O:17])=[CH:15][N:10]2[CH2:9][CH2:8]1. The reactants are O.C([O:5][CH2:6][C@:7]1([CH3:19])[O:12][C:11]2=[N:13][C:14]([N+:16]([O-:18])=[O:17])=[CH:15][N:10]2[CH2:9][CH2:8]1)(=O)C.C([O-])([O-])=O.[K+].[K+].Cl. The catalyst is CO. The yield is 0.960. (5) The reactants are [F:1][C:2]1([F:18])[CH2:5][CH:4]([C:6]([NH:8][C:9]2[CH:14]=[CH:13][CH:12]=[CH:11][C:10]=2[N+:15]([O-])=O)=O)[CH2:3]1.CO.C(O)(=O)C.C(=O)([O-])O.[Na+]. The catalyst is C(O)C.[Pd].C(OCC)(=O)C. The product is [F:1][C:2]1([F:18])[CH2:5][CH:4]([C:6]2[NH:15][C:10]3[CH:11]=[CH:12][CH:13]=[CH:14][C:9]=3[N:8]=2)[CH2:3]1. The yield is 0.420. (6) The reactants are Cl.[F:2][C:3]1[CH:17]=[CH:16][C:6]2[C:7]([CH:10]3[CH2:15][CH2:14][NH:13][CH2:12][CH2:11]3)=[N:8][O:9][C:5]=2[CH:4]=1.Cl[CH2:19][CH2:20][CH2:21][O:22][C:23]1[CH:28]=[CH:27][C:26]([CH:29]([C:30]([CH:29]([C:26]2[CH:27]=[CH:28][C:23]([O:22][CH2:21][CH2:20][CH2:19]Cl)=[C:24]([O:48][CH3:49])[CH:25]=2)C)=O)[CH3:30])=[CH:25][C:24]=1[O:48][CH3:49].C(=O)([O-])[O-:51].[K+].[K+]. The catalyst is O. The product is [CH3:30][C:29]([C:26]1[CH:27]=[CH:28][C:23]([O:22][CH2:21][CH2:20][CH2:19][N:13]2[CH2:12][CH2:11][CH:10]([C:7]3[C:6]4[CH:16]=[CH:17][C:3]([F:2])=[CH:4][C:5]=4[O:9][N:8]=3)[CH2:15][CH2:14]2)=[C:24]([O:48][CH3:49])[CH:25]=1)=[O:51]. The yield is 0.898. (7) The reactants are [NH:1]1[C:9]2[C:4](=[CH:5][CH:6]=[CH:7][CH:8]=2)[C:3]2([C:13]3=[CH:14][C:15]4[O:19][CH2:18][O:17][C:16]=4[CH:20]=[C:12]3[O:11][CH2:10]2)[C:2]1=[O:21].Br[C:23]1[CH:24]=[N:25][CH:26]=[C:27]([O:29][CH3:30])[CH:28]=1.CC1(C)C2C=CC=C(P(C3C=CC=CC=3)C3C=CC=CC=3)C=2OC2C1=CC=CC=2P(C1C=CC=CC=1)C1C=CC=CC=1.C(=O)([O-])[O-].[Cs+].[Cs+]. The catalyst is ClCCl.C([O-])(=O)C.[Pd+2].C([O-])(=O)C.O1CCOCC1. The product is [CH3:30][O:29][C:27]1[CH:28]=[C:23]([N:1]2[C:9]3[C:4](=[CH:5][CH:6]=[CH:7][CH:8]=3)[C:3]3([C:13]4=[CH:14][C:15]5[O:19][CH2:18][O:17][C:16]=5[CH:20]=[C:12]4[O:11][CH2:10]3)[C:2]2=[O:21])[CH:24]=[N:25][CH:26]=1. The yield is 0.250.